This data is from Forward reaction prediction with 1.9M reactions from USPTO patents (1976-2016). The task is: Predict the product of the given reaction. (1) Given the reactants [Cl:1][C:2]1[CH:7]=[C:6]([Cl:8])[N:5]=[C:4]([NH2:9])[C:3]=1[NH2:10].[CH:11]([CH:13]=O)=O, predict the reaction product. The product is: [Cl:8][C:6]1[CH:7]=[C:2]([Cl:1])[C:3]2[C:4]([N:5]=1)=[N:9][CH:11]=[CH:13][N:10]=2. (2) Given the reactants [CH2:1]([C:4]1[S:5][CH:6]=[CH:7][CH:8]=1)[CH:2]=[CH2:3].[I:9]N1C(=O)CCC1=O.C([O-])(O)=O.[Na+], predict the reaction product. The product is: [I:9][CH2:3][CH2:2][CH2:1][C:4]1[S:5][CH:6]=[CH:7][CH:8]=1. (3) Given the reactants [N:1]1[CH:6]=[C:5]([C@@H:7]2[CH2:12][CH2:11][CH2:10][N:8]2[CH3:9])[CH:4]=[CH:3][CH:2]=1.[Br:13][CH2:14][CH2:15][CH2:16][CH2:17][CH2:18][CH2:19][CH:20]([CH3:22])[CH3:21], predict the reaction product. The product is: [BrH:13].[Br-:13].[CH3:21][CH:20]([CH3:22])[CH2:19][CH2:18][CH2:17][CH2:16][CH2:15][CH2:14][N+:1]1[CH:2]=[CH:3][CH:4]=[C:5]([C@@H:7]2[CH2:12][CH2:11][CH2:10][N:8]2[CH3:9])[CH:6]=1. (4) Given the reactants CO[C:3]1[CH:4]=[C:5]([C@H:9]2OC(=O)N[C@@H:10]2C2C=CC=C(C#CC3C=CC=CC=3)C=2)[CH:6]=[CH:7][CH:8]=1.Br[C:30]1[CH:31]=[C:32]([C@@H:36]2[C@@H:40]([C:41]3[CH:46]=[CH:45][CH:44]=[C:43]([F:47])[CH:42]=3)[O:39][C:38](=[O:48])[NH:37]2)[CH:33]=[N:34][CH:35]=1.C1(C#C)C=CC=CC=1, predict the reaction product. The product is: [F:47][C:43]1[CH:42]=[C:41]([C@H:40]2[O:39][C:38](=[O:48])[NH:37][C@@H:36]2[C:32]2[CH:33]=[N:34][CH:35]=[C:30]([C:10]#[C:9][C:5]3[CH:6]=[CH:7][CH:8]=[CH:3][CH:4]=3)[CH:31]=2)[CH:46]=[CH:45][CH:44]=1. (5) The product is: [Cl:1][C:2]1[N:7]=[CH:6][C:5]2[C:8]([O:30][CH3:31])=[N:9][NH:10][C:4]=2[CH:3]=1. Given the reactants [Cl:1][C:2]1[N:7]=[CH:6][C:5]2[C:8]([O:30][CH3:31])=[N:9][N:10](C(C3C=CC=CC=3)(C3C=CC=CC=3)C3C=CC=CC=3)[C:4]=2[CH:3]=1.C([SiH](CC)CC)C.C([O-])(O)=O.[Na+], predict the reaction product. (6) Given the reactants [Cl:1][C:2]1[N:7]([CH3:8])[C:6](=[O:9])[CH:5]=[CH:4][CH:3]=1.[Br:10]N1C(=O)CCC1=O, predict the reaction product. The product is: [Br:10][C:5]1[C:6](=[O:9])[N:7]([CH3:8])[C:2]([Cl:1])=[CH:3][CH:4]=1.